This data is from Forward reaction prediction with 1.9M reactions from USPTO patents (1976-2016). The task is: Predict the product of the given reaction. Given the reactants [CH3:1][O:2][C:3]([C:5]1[CH:6]=[C:7]([O:15][C:16]2[CH:21]=[CH:20][C:19]([S:22]([CH3:25])(=[O:24])=[O:23])=[CH:18][CH:17]=2)[CH:8]=[C:9]2[O:13][CH:12]([CH3:14])[CH2:11][C:10]=12)=[O:4].COC(C1C=C(O)C2CC(C)OC=2C=1)=O, predict the reaction product. The product is: [CH3:1][O:2][C:3]([C:5]1[CH:6]=[C:7]([O:15][C:16]2[CH:21]=[CH:20][C:19]([S:22]([CH3:25])(=[O:23])=[O:24])=[CH:18][CH:17]=2)[C:8]2[CH2:11][CH:12]([CH3:14])[O:13][C:9]=2[CH:10]=1)=[O:4].